Dataset: Full USPTO retrosynthesis dataset with 1.9M reactions from patents (1976-2016). Task: Predict the reactants needed to synthesize the given product. (1) Given the product [OH:19][C:16]1([C:2]2[CH:7]=[CH:6][CH:5]=[CH:4][N:3]=2)[CH2:17][CH2:18][O:13][CH2:14][CH2:15]1, predict the reactants needed to synthesize it. The reactants are: Br[C:2]1[CH:7]=[CH:6][CH:5]=[CH:4][N:3]=1.C([Li])CCC.[O:13]1[CH2:18][CH2:17][C:16](=[O:19])[CH2:15][CH2:14]1. (2) Given the product [CH:1]1([C:7]2[CH:8]=[CH:9][C:10]3[O:14][C:13]([C:20]4[CH:27]=[CH:26][C:23]([CH:24]=[O:25])=[CH:22][CH:21]=4)=[CH:12][C:11]=3[CH:18]=2)[CH2:6][CH2:5][CH2:4][CH2:3][CH2:2]1, predict the reactants needed to synthesize it. The reactants are: [CH:1]1([C:7]2[CH:8]=[CH:9][C:10]3[O:14][C:13](B(O)O)=[CH:12][C:11]=3[CH:18]=2)[CH2:6][CH2:5][CH2:4][CH2:3][CH2:2]1.Br[C:20]1[CH:27]=[CH:26][C:23]([CH:24]=[O:25])=[CH:22][CH:21]=1.C(N(CC)CC)C. (3) Given the product [CH2:14]([O:1][C:2]1[CH:3]=[C:4]([CH:7]=[CH:8][CH:9]=1)[CH2:5][OH:6])[C:13]#[CH:12], predict the reactants needed to synthesize it. The reactants are: [OH:1][C:2]1[CH:3]=[C:4]([CH:7]=[CH:8][CH:9]=1)[CH2:5][OH:6].[OH-].[Na+].[CH2:12](Br)[C:13]#[CH:14].C1(C)C(C)=CC=CC=1.C(O)(=O)CC(CC(O)=O)(C(O)=O)O. (4) Given the product [CH3:40][C@H:22]1[NH:21][CH2:26][CH2:25][N:24]([CH2:27][C:28]([N:30]2[C:38]3[C:33](=[CH:34][CH:35]=[C:36]([NH:7][C:8]4[CH:13]=[CH:12][CH:11]=[CH:10][CH:9]=4)[CH:37]=3)[CH2:32][CH2:31]2)=[O:29])[CH2:23]1, predict the reactants needed to synthesize it. The reactants are: CC([O-])(C)C.[Na+].[NH2:7][C:8]1[CH:13]=[CH:12][CH:11]=[CH:10][CH:9]=1.C(OC([N:21]1[CH2:26][CH2:25][N:24]([CH2:27][C:28]([N:30]2[C:38]3[C:33](=[CH:34][CH:35]=[C:36](Br)[CH:37]=3)[CH2:32][CH2:31]2)=[O:29])[CH2:23][C@H:22]1[CH3:40])=O)(C)(C)C. (5) Given the product [CH:15]1([C:18]2[CH:19]=[CH:20][C:21]3[N:22]([N:24]=[C:25]([C:39]4[CH:40]=[CH:41][CH:42]=[CH:43][CH:44]=4)[C:26]=3[CH2:27][C:28]3[N:33]=[C:32]([C:34]([O:36][CH3:37])=[O:35])[CH:31]=[CH:30][CH:29]=3)[CH:23]=2)[CH2:16][CH2:17]1, predict the reactants needed to synthesize it. The reactants are: C([SiH](CC)CC)C.FC(F)(F)C(O)=O.[CH:15]1([C:18]2[CH:19]=[CH:20][C:21]3[N:22]([N:24]=[C:25]([C:39]4[CH:44]=[CH:43][CH:42]=[CH:41][CH:40]=4)[C:26]=3[CH:27](O)[C:28]3[N:33]=[C:32]([C:34]([O:36][CH3:37])=[O:35])[CH:31]=[CH:30][CH:29]=3)[CH:23]=2)[CH2:17][CH2:16]1.C(=O)(O)[O-].[Na+]. (6) Given the product [CH3:4][C@H:3]1[C@@H:2]([CH3:8])[C:7](=[O:10])[NH:14][C:16]1=[O:17], predict the reactants needed to synthesize it. The reactants are: N.[C:2]1([CH3:8])[CH:7]=CC=[CH:4][CH:3]=1.S(Cl)(Cl)=[O:10].C[N:14]([CH:16]=[O:17])C. (7) Given the product [O:2]1[C:6]2[CH:7]=[CH:8][C:9]([C:11](=[O:21])[CH:12]([O:25][C:22](=[O:24])[CH3:23])[C:14]3[CH:19]=[CH:18][CH:17]=[C:16]([CH3:20])[N:15]=3)=[CH:10][C:5]=2[O:4][CH2:3]1, predict the reactants needed to synthesize it. The reactants are: [Br-].[O:2]1[C:6]2[CH:7]=[CH:8][C:9]([C:11](=[O:21])[CH:12]([C:14]3[CH:19]=[CH:18][CH:17]=[C:16]([CH3:20])[NH+:15]=3)Br)=[CH:10][C:5]=2[O:4][CH2:3]1.[C:22]([O-:25])(=[O:24])[CH3:23].[K+].C(=O)([O-])O.[Na+]. (8) Given the product [C:20]1([CH3:47])[C:21]([C:26]([C@@:28]([C:44]([OH:46])=[O:45])([OH:43])[C@@:29]([C:34]([C:36]2[C:37]([CH3:42])=[CH:38][CH:39]=[CH:40][CH:41]=2)=[O:35])([OH:33])[C:30]([OH:32])=[O:31])=[O:27])=[CH:22][CH:23]=[CH:24][CH:25]=1.[CH2:1]([N:8]([CH3:19])[C:9](=[O:18])[C@H:10]([C:12]1[CH:17]=[CH:16][CH:15]=[CH:14][CH:13]=1)[NH2:11])[C:2]1[CH:3]=[CH:4][CH:5]=[CH:6][CH:7]=1, predict the reactants needed to synthesize it. The reactants are: [CH2:1]([N:8]([CH3:19])[C:9](=[O:18])[CH:10]([C:12]1[CH:17]=[CH:16][CH:15]=[CH:14][CH:13]=1)[NH2:11])[C:2]1[CH:7]=[CH:6][CH:5]=[CH:4][CH:3]=1.[C:20]1([CH3:47])[C:21]([C:26]([C@@:28]([C:44]([OH:46])=[O:45])([OH:43])[C@@:29]([C:34]([C:36]2[C:37]([CH3:42])=[CH:38][CH:39]=[CH:40][CH:41]=2)=[O:35])([OH:33])[C:30]([OH:32])=[O:31])=[O:27])=[CH:22][CH:23]=[CH:24][CH:25]=1. (9) Given the product [Cl:1][C:2]1[CH:3]=[C:4]([C:5]2[S:17][C:16]([NH:18][CH:2]3[CH2:3][CH2:4][CH2:8][CH2:9][CH2:10]3)=[N:15][N:14]=2)[CH:8]=[C:9]([O:12][CH3:13])[C:10]=1[OH:11], predict the reactants needed to synthesize it. The reactants are: [Cl:1][C:2]1[CH:3]=[C:4]([CH:8]=[C:9]([O:12][CH3:13])[C:10]=1[OH:11])[C:5](O)=O.[NH2:14][NH:15][C:16]([NH2:18])=[S:17].O=P(Cl)(Cl)Cl.[NH4+].[OH-].